This data is from Drug-target binding data from BindingDB using Ki measurements. The task is: Regression. Given a target protein amino acid sequence and a drug SMILES string, predict the binding affinity score between them. We predict pKi (pKi = -log10(Ki in M); higher means stronger inhibition). Dataset: bindingdb_ki. (1) The compound is CCc1c(C2CCN(CCCSc3ccc(F)cc3)CC2)c2ccc(F)cc2n1CC(=O)O. The target protein (O54814) has sequence MASNEEELKTVVETFETTPYEYEWAPPCEKVSIRELGSWLLPPLYSLVFIVGLLGNMMVVLILIKYRKLQIMTNIYLLNLAISDLLFLFTVPFWIHYVLWNEWGFGHCMCKMLSGLYYLALYSEIFFIILLTIDRYLAIVHAVLALRARTVTFATITSIITWGFAVLAALPEFIFHESQDNFGDLSCSPRYPEGEEDSWKRFHALRMNIFGLALPLLIMVICYSGIIKTLLRCPNKKKHKAIQLIFVVMIVFFIFWTPYNLVLLLSAFHSTFLETSCQQSIHLDLAMQVTEVITHTHCCINPIIYAFVGERFRKHLRLFFHRNVAIYLRKYISFLPGEKLERTSSVSPSTGEQEISVVF. The pKi is 6.2. (2) The target protein (P28305) has sequence MFLINGHKQESLAVSDRATQFGDGCFTTARVIDGKVSLLSAHIQRLQDACQRLMISCDFWPQLEQEMKTLAAEQQNGVLKVVISRGSGGRGYSTLNSGPATRILSVTAYPAHYDRLRNEGITLALSPVRLGRNPHLAGIKHLNRLEQVLIRSHLEQTNADEALVLDSEGWVTECCAANLFWRKGNVVYTPRLDQAGVNGIMRQFCIRLLAQSSYQLVEVQASLEESLQADEMVICNALMPVMPVCACGDVSFSSATLYEYLAPLCERPN. The pKi is 2.2. The small molecule is Cc1ccc(C(=O)N[C@@H](C)C(=O)N[C@@H](Cc2cccc(Cl)c2)C(N)=O)c([N+](=O)[O-])c1O.